This data is from Forward reaction prediction with 1.9M reactions from USPTO patents (1976-2016). The task is: Predict the product of the given reaction. The product is: [Cl:34][C:31]1[CH:30]=[CH:29][C:28]([NH:27][C:26]([CH:7]2[CH:8]([C:9](=[O:25])[NH:10][C:11]3[CH:16]=[CH:15][C:14]([N:17]4[CH:22]=[CH:21][CH:20]=[CH:19][C:18]4=[O:23])=[CH:13][C:12]=3[F:24])[CH:6]2[C:4]([OH:5])=[O:3])=[O:35])=[CH:33][CH:32]=1. Given the reactants C([O:3][C:4]([CH:6]1[CH:8]([C:9](=[O:25])[NH:10][C:11]2[CH:16]=[CH:15][C:14]([N:17]3[CH:22]=[CH:21][CH:20]=[CH:19][C:18]3=[O:23])=[CH:13][C:12]=2[F:24])[CH:7]1[C:26](=[O:35])[NH:27][C:28]1[CH:33]=[CH:32][C:31]([Cl:34])=[CH:30][CH:29]=1)=[O:5])C.[Li+].[OH-].Cl, predict the reaction product.